From a dataset of Full USPTO retrosynthesis dataset with 1.9M reactions from patents (1976-2016). Predict the reactants needed to synthesize the given product. (1) Given the product [F:25][C:26]1[CH:27]=[C:28]([CH2:33][C:34]([NH:36][C@H:37]([C:39]([NH:1][C@@H:2]2[C:8](=[O:9])[N:7]([CH2:10][C:11]([O:13][CH3:14])=[O:12])[C:6]3[CH:15]=[CH:16][CH:17]=[CH:18][C:5]=3[O:4][C@@H:3]2[C:19]2[CH:24]=[CH:23][CH:22]=[CH:21][CH:20]=2)=[O:40])[CH3:38])=[O:35])[CH:29]=[C:30]([F:32])[CH:31]=1, predict the reactants needed to synthesize it. The reactants are: [NH2:1][C@@H:2]1[C:8](=[O:9])[N:7]([CH2:10][C:11]([O:13][CH3:14])=[O:12])[C:6]2[CH:15]=[CH:16][CH:17]=[CH:18][C:5]=2[O:4][C@@H:3]1[C:19]1[CH:24]=[CH:23][CH:22]=[CH:21][CH:20]=1.[F:25][C:26]1[CH:27]=[C:28]([CH2:33][C:34]([NH:36][C@H:37]([C:39](O)=[O:40])[CH3:38])=[O:35])[CH:29]=[C:30]([F:32])[CH:31]=1.C1C=CC2N(O)N=NC=2C=1.CN1CCOCC1.CCN=C=NCCCN(C)C.Cl. (2) Given the product [O:2]=[C:3]1[CH2:8][CH2:7][N:6]([C:24]([O:23][C:20]([CH3:22])([CH3:21])[CH3:19])=[O:25])[CH2:5][CH:4]1[C:9]([O:11][CH3:12])=[O:10], predict the reactants needed to synthesize it. The reactants are: Cl.[O:2]=[C:3]1[CH2:8][CH2:7][NH:6][CH2:5][CH:4]1[C:9]([O:11][CH3:12])=[O:10].C(=O)([O-])[O-].[Na+].[Na+].[CH3:19][C:20]([O:23][C:24](O[C:24]([O:23][C:20]([CH3:22])([CH3:21])[CH3:19])=[O:25])=[O:25])([CH3:22])[CH3:21]. (3) Given the product [F:1][C:2]1[CH:22]=[C:21]([N+:23]([O-:25])=[O:24])[CH:20]=[CH:19][C:3]=1[O:4][C:5]1[CH:10]=[CH:9][N:8]=[C:7]2[CH:11]=[C:12]([C:14]#[N:18])[S:13][C:6]=12, predict the reactants needed to synthesize it. The reactants are: [F:1][C:2]1[CH:22]=[C:21]([N+:23]([O-:25])=[O:24])[CH:20]=[CH:19][C:3]=1[O:4][C:5]1[CH:10]=[CH:9][N:8]=[C:7]2[CH:11]=[C:12]([C:14]3SC=C[N:18]=3)[S:13][C:6]=12.ClC1C=CN=C2C=C(C#N)SC=12. (4) Given the product [C:1]([O:9][C@@H:10]1[CH2:18][C@@H:13]2[O:14][C:15](=[O:17])[CH2:16][C@@H:12]2[C@H:11]1[CH2:19][CH2:20][C:21](=[O:30])[CH2:22][O:23][C:24]1[CH:25]=[CH:26][CH:27]=[CH:28][CH:29]=1)(=[O:8])[C:2]1[CH:7]=[CH:6][CH:5]=[CH:4][CH:3]=1, predict the reactants needed to synthesize it. The reactants are: [C:1]([O:9][C@@H:10]1[CH2:18][C@@H:13]2[O:14][C:15](=[O:17])[CH2:16][C@@H:12]2[C@H:11]1/[CH:19]=[CH:20]/[C:21](=[O:30])[CH2:22][O:23][C:24]1[CH:29]=[CH:28][CH:27]=[CH:26][CH:25]=1)(=[O:8])[C:2]1[CH:7]=[CH:6][CH:5]=[CH:4][CH:3]=1. (5) Given the product [F:1][C:2]1[CH:7]=[CH:6][CH:5]=[C:4]([F:8])[C:3]=1[N:9]1[C:14]2[N:15]=[C:16]([NH:41][CH2:40][C:35]3[NH:34][C:33]([CH3:32])=[N:37][N:36]=3)[N:17]=[C:18]([C:19]3[CH:24]=[CH:23][C:22]([F:25])=[CH:21][C:20]=3[CH3:26])[C:13]=2[CH:12]=[CH:11][C:10]1=[O:31], predict the reactants needed to synthesize it. The reactants are: [F:1][C:2]1[CH:7]=[CH:6][CH:5]=[C:4]([F:8])[C:3]=1[N:9]1[C:14]2[N:15]=[C:16](S(C)(=O)=O)[N:17]=[C:18]([C:19]3[CH:24]=[CH:23][C:22]([F:25])=[CH:21][C:20]=3[CH3:26])[C:13]=2[CH:12]=[CH:11][C:10]1=[O:31].[CH3:32][C:33]1[NH:34][C:35](NC)=[N:36][N:37]=1.[CH3:40][N:41]1C(=O)CCC1.